This data is from Full USPTO retrosynthesis dataset with 1.9M reactions from patents (1976-2016). The task is: Predict the reactants needed to synthesize the given product. (1) Given the product [NH2:15][CH2:14][C@@H:11]1[CH2:12][CH2:13][N:8]([CH2:7][CH2:6][CH:2]2[O:1][CH2:5][CH2:4][O:3]2)[CH2:9][C@H:10]1[OH:23], predict the reactants needed to synthesize it. The reactants are: [O:1]1[CH2:5][CH2:4][O:3][CH:2]1[CH2:6][CH2:7][N:8]1[CH2:13][CH2:12][C@@H:11]([CH2:14][NH:15]CC2C=CC=CC=2)[C@H:10]([OH:23])[CH2:9]1.[H][H]. (2) Given the product [F:1][C:2]1[CH:7]=[CH:6][C:5]([F:8])=[CH:4][C:3]=1[C:9]1[CH2:13][N:12]([C:14]([N:30]([C@H:29]2[CH2:28][CH2:27][N:26]([CH3:32])[CH2:25][C@H:24]2[F:23])[CH3:31])=[O:15])[C@:11]([CH2:50][OH:51])([C:17]2[CH:22]=[CH:21][CH:20]=[CH:19][CH:18]=2)[CH:10]=1, predict the reactants needed to synthesize it. The reactants are: [F:1][C:2]1[CH:7]=[CH:6][C:5]([F:8])=[CH:4][C:3]=1[C:9]1[CH2:13][N:12]([C:14](Cl)=[O:15])[CH:11]([C:17]2[CH:22]=[CH:21][CH:20]=[CH:19][CH:18]=2)[CH:10]=1.[F:23][C@H:24]1[C@@H:29]([NH:30][CH3:31])[CH2:28][CH2:27][N:26]([CH3:32])[CH2:25]1.C(N(CC)CC)C.F.F.F.C(N(CC)CC)C.[C:50]([O-])(O)=[O:51].[Na+]. (3) Given the product [F:56][C:53]([F:54])([F:55])[C:52]([O:51][C:43]12[CH2:49][CH:47]3[CH2:46][CH:45]([CH2:50][C:41]([CH2:40][O:39][C:30]4[CH:31]=[C:32]([F:38])[C:33]([C:34](=[O:35])[NH:67][S:64]([N:62]5[CH2:63][CH2:60][CH2:61]5)(=[O:66])=[O:65])=[CH:37][C:29]=4[CH:26]4[CH2:27][CH2:28]4)([CH2:48]3)[CH2:42]1)[CH2:44]2)=[O:57], predict the reactants needed to synthesize it. The reactants are: C12(COC3C(C4CC4)=CC(C(O)=O)=C(F)C=3)CC3CC(CC(C3)C1)C2.[CH:26]1([C:29]2[C:30]([O:39][CH2:40][C:41]34[CH2:50][CH:45]5[CH2:46][CH:47]([CH2:49][C:43]([O:51][C:52](=[O:57])[C:53]([F:56])([F:55])[F:54])([CH2:44]5)[CH2:42]3)[CH2:48]4)=[CH:31][C:32]([F:38])=[C:33]([CH:37]=2)[C:34](O)=[O:35])[CH2:28][CH2:27]1.C([CH:60]1[CH2:63][N:62]([S:64]([NH2:67])(=[O:66])=[O:65])[CH2:61]1)#N.N1(S(N)(=O)=O)CCC1. (4) Given the product [CH3:19][O:18][CH2:17][CH2:16][CH2:15][N:2]1[CH:3]=[C:4]2[C:9]([CH:8]=[C:7]([C:10]([O:12][CH3:13])=[O:11])[CH:6]=[CH:5]2)=[N:1]1, predict the reactants needed to synthesize it. The reactants are: [NH:1]1[C:9]2[C:4](=[CH:5][CH:6]=[C:7]([C:10]([O:12][CH3:13])=[O:11])[CH:8]=2)[CH:3]=[N:2]1.Cl[CH2:15][CH2:16][CH2:17][O:18][CH3:19]. (5) Given the product [C:19]([C:2]1[CH:3]=[C:4]([CH:9]([NH:11][C:12](=[O:18])[O:13][C:14]([CH3:17])([CH3:16])[CH3:15])[CH3:10])[CH:5]=[C:6]([Cl:8])[CH:7]=1)#[N:20], predict the reactants needed to synthesize it. The reactants are: Br[C:2]1[CH:3]=[C:4]([CH:9]([NH:11][C:12](=[O:18])[O:13][C:14]([CH3:17])([CH3:16])[CH3:15])[CH3:10])[CH:5]=[C:6]([Cl:8])[CH:7]=1.[CH3:19][N:20](C)C(=O)C.